Predict which catalyst facilitates the given reaction. From a dataset of Catalyst prediction with 721,799 reactions and 888 catalyst types from USPTO. (1) Reactant: [Cl:1][C:2]1[C:7]([C:8]2[O:9][C:10]([C:13]3[C:14]([C:19]4[CH:24]=[CH:23][CH:22]=[CH:21][CH:20]=4)=[N:15][O:16][C:17]=3[CH3:18])=[N:11][N:12]=2)=[CH:6][CH:5]=[C:4](Cl)[N:3]=1.[H-].[Na+].[O:28]1CCC[CH2:29]1. Product: [Cl:1][C:2]1[C:7]([C:8]2[O:9][C:10]([C:13]3[C:14]([C:19]4[CH:24]=[CH:23][CH:22]=[CH:21][CH:20]=4)=[N:15][O:16][C:17]=3[CH3:18])=[N:11][N:12]=2)=[CH:6][CH:5]=[C:4]([O:28][CH3:29])[N:3]=1. The catalyst class is: 138. (2) Reactant: [F:1][C:2]1[CH:3]=[N:4][C:5]2[CH:6]=[CH:7][C:8](=[O:17])[N:9]3[CH2:13][C:12]([OH:16])([CH2:14][OH:15])[C:11]=1[C:10]=23.[Cl:18]N1C(=O)CCC1=O. Product: [Cl:18][C:7]1[C:8](=[O:17])[N:9]2[CH2:13][C:12]([OH:16])([CH2:14][OH:15])[C:11]3=[C:2]([F:1])[CH:3]=[N:4][C:5]([CH:6]=1)=[C:10]23. The catalyst class is: 86. (3) Reactant: FC(F)(F)C(O)=O.[C:8]([N:11]1[C:20]2[C:15](=[CH:16][C:17]([C:21](=[O:23])[NH2:22])=[CH:18][CH:19]=2)[C@H:14]([NH:24][C:25]2[CH:26]=[C:27]([N:31]3[CH2:36][CH2:35][N:34](C(OC(C)(C)C)=O)[CH2:33][CH2:32]3)[CH:28]=[CH:29][CH:30]=2)[C@@H:13]([CH3:44])[C@@H:12]1[CH:45]1[CH2:47][CH2:46]1)(=[O:10])[CH3:9]. Product: [C:8]([N:11]1[C:20]2[C:15](=[CH:16][C:17]([C:21]([NH2:22])=[O:23])=[CH:18][CH:19]=2)[C@H:14]([NH:24][C:25]2[CH:30]=[CH:29][CH:28]=[C:27]([N:31]3[CH2:32][CH2:33][NH:34][CH2:35][CH2:36]3)[CH:26]=2)[C@@H:13]([CH3:44])[C@@H:12]1[CH:45]1[CH2:46][CH2:47]1)(=[O:10])[CH3:9]. The catalyst class is: 5. (4) Reactant: [Si]([O:8][CH2:9][C:10]1[CH:14]=[C:13]([C@H:15]2[C@H:19]3[O:20][C:21]([CH3:24])([CH3:23])[O:22][C@H:18]3[C@H:17]([N:25]3[C:29]4[N:30]=[CH:31][N:32]=[C:33]([CH3:34])[C:28]=4[CH:27]=[CH:26]3)[O:16]2)[N:12]([CH:35]2[CH2:40][CH2:39][CH2:38][CH2:37][O:36]2)[N:11]=1)(C(C)(C)C)(C)C.[CH3:41][CH2:42]CC[N+](CCCC)(CCCC)CCCC.[F-].C(I)C.[H-].[Na+]. Product: [CH2:41]([O:8][CH2:9][C:10]1[CH:14]=[C:13]([C@H:15]2[C@H:19]3[O:20][C:21]([CH3:24])([CH3:23])[O:22][C@H:18]3[C@H:17]([N:25]3[C:29]4[N:30]=[CH:31][N:32]=[C:33]([CH3:34])[C:28]=4[CH:27]=[CH:26]3)[O:16]2)[N:12]([CH:35]2[CH2:40][CH2:39][CH2:38][CH2:37][O:36]2)[N:11]=1)[CH3:42]. The catalyst class is: 1. (5) Product: [OH:3][CH:4]([C:28]1[CH:29]=[CH:30][C:31]([O:34][C:35]2[CH:36]=[N:37][CH:38]=[CH:39][CH:40]=2)=[CH:32][CH:33]=1)[CH:5]([NH:6][C:7](=[O:8])[O:9][C:10]([CH3:13])([CH3:11])[CH3:12])[CH2:14][C:15]1[CH:20]=[CH:19][CH:18]=[C:17]([O:21][C:22]([F:26])([F:27])[CH:23]([F:24])[F:25])[CH:16]=1. Reactant: O=C1[N:6]([C:7]([O:9][C:10]([CH3:13])([CH3:12])[CH3:11])=[O:8])[CH:5]([CH2:14][C:15]2[CH:20]=[CH:19][CH:18]=[C:17]([O:21][C:22]([F:27])([F:26])[CH:23]([F:25])[F:24])[CH:16]=2)[CH:4]([C:28]2[CH:33]=[CH:32][C:31]([O:34][C:35]3[CH:36]=[N:37][CH:38]=[CH:39][CH:40]=3)=[CH:30][CH:29]=2)[O:3]1.[OH-].[Na+].O. The catalyst class is: 5. (6) Reactant: [OH:1][C:2]1[CH:3]=[N:4][CH:5]=[CH:6][CH:7]=1.[OH-].[Na+].Cl[C:11]1[N:16]=[C:15]([N:17]2[CH2:22][CH2:21][O:20][CH2:19][CH2:18]2)[N:14]=[C:13]([N:23]2[C:27]3[CH:28]=[CH:29][CH:30]=[CH:31][C:26]=3[N:25]=[C:24]2[CH:32]([F:34])[F:33])[N:12]=1.COCCOCCN(CCOCCOC)CCOCCOC. Product: [F:34][CH:32]([F:33])[C:24]1[N:23]([C:13]2[N:14]=[C:15]([N:17]3[CH2:18][CH2:19][O:20][CH2:21][CH2:22]3)[N:16]=[C:11]([O:1][C:2]3[CH:3]=[N:4][CH:5]=[CH:6][CH:7]=3)[N:12]=2)[C:27]2[CH:28]=[CH:29][CH:30]=[CH:31][C:26]=2[N:25]=1. The catalyst class is: 127. (7) Reactant: C1(P(C2C=CC=CC=2)C2C=CC=CC=2)C=CC=CC=1.[Cl:20][C:21]1[CH:26]=[CH:25][C:24]([CH:27](O)[CH2:28][CH2:29][NH:30][C:31](=[O:37])[O:32][C:33]([CH3:36])([CH3:35])[CH3:34])=[CH:23][CH:22]=1.C1C(=O)N([Br:46])C(=O)C1. Product: [Br:46][CH:27]([C:24]1[CH:25]=[CH:26][C:21]([Cl:20])=[CH:22][CH:23]=1)[CH2:28][CH2:29][NH:30][C:31](=[O:37])[O:32][C:33]([CH3:36])([CH3:35])[CH3:34]. The catalyst class is: 2.